This data is from Full USPTO retrosynthesis dataset with 1.9M reactions from patents (1976-2016). The task is: Predict the reactants needed to synthesize the given product. Given the product [OH2:18].[S:38]([OH:41])(=[O:40])(=[O:39])[CH3:37].[NH2:8][CH2:7][CH2:6][CH:14]1[CH2:13][N:12]([C:11]2[N:10]=[C:9]3[C:4]([C:5](=[O:36])[C:6]([C:33]([OH:35])=[O:34])=[CH:7][N:8]3[CH:30]3[CH2:31][CH2:32]3)=[CH:3][C:2]=2[F:1])[CH2:16]/[C:15]/1=[N:17]\[O:18][CH3:19].[OH2:18].[OH2:18].[NH2:10][CH2:9][CH2:4][CH:14]1[CH2:13][N:12]([C:11]2[N:10]=[C:9]3[C:4]([C:5](=[O:36])[C:6]([C:33]([OH:35])=[O:34])=[CH:7][N:8]3[CH:30]3[CH2:31][CH2:32]3)=[CH:3][C:2]=2[F:1])[CH2:16]/[C:15]/1=[N:17]\[O:18][CH3:19].[S:38]([OH:41])(=[O:40])(=[O:39])[CH3:37], predict the reactants needed to synthesize it. The reactants are: [F:1][C:2]1[CH:3]=[C:4]2[C:9](=[N:10][C:11]=1[N:12]1[CH2:16][C:15](=[N:17][O:18][CH3:19])[CH:14](CN/C(/C)=C\C(OCC)=O)[CH2:13]1)[N:8]([CH:30]1[CH2:32][CH2:31]1)[CH:7]=[C:6]([C:33]([OH:35])=[O:34])[C:5]2=[O:36].[CH3:37][S:38]([OH:41])(=[O:40])=[O:39].